This data is from Peptide-MHC class II binding affinity with 134,281 pairs from IEDB. The task is: Regression. Given a peptide amino acid sequence and an MHC pseudo amino acid sequence, predict their binding affinity value. This is MHC class II binding data. (1) The peptide sequence is EKKYFAATQFEPLAF. The MHC is HLA-DQA10101-DQB10501 with pseudo-sequence HLA-DQA10101-DQB10501. The binding affinity (normalized) is 0.541. (2) The peptide sequence is AVLVATNFFGINTIP. The MHC is DRB1_0901 with pseudo-sequence DRB1_0901. The binding affinity (normalized) is 0.524. (3) The peptide sequence is DEINTIFSDYIPYVF. The MHC is HLA-DQA10301-DQB10302 with pseudo-sequence HLA-DQA10301-DQB10302. The binding affinity (normalized) is 0.486. (4) The peptide sequence is RRAIDLPTHENHGLK. The MHC is HLA-DQA10501-DQB10402 with pseudo-sequence HLA-DQA10501-DQB10402. The binding affinity (normalized) is 0. (5) The peptide sequence is GAYLEEQEQWKTANE. The MHC is DRB4_0103 with pseudo-sequence DRB4_0103. The binding affinity (normalized) is 0.213. (6) The peptide sequence is VGSKLIVAMSSWLQK. The MHC is DRB3_0202 with pseudo-sequence DRB3_0202. The binding affinity (normalized) is 0.566. (7) The peptide sequence is KLRSAGELELQFRRV. The MHC is HLA-DPA10103-DPB10201 with pseudo-sequence HLA-DPA10103-DPB10201. The binding affinity (normalized) is 0.470. (8) The peptide sequence is FLHSEEGSRAYRNAL. The MHC is HLA-DQA10201-DQB10402 with pseudo-sequence HLA-DQA10201-DQB10402. The binding affinity (normalized) is 0.